Dataset: Catalyst prediction with 721,799 reactions and 888 catalyst types from USPTO. Task: Predict which catalyst facilitates the given reaction. Reactant: [CH3:1][O:2][C:3]1[CH:8]=[CH:7][C:6]([C@@H:9]([NH:11][C@@H:12]2[C:21]3[N:20]=[CH:19][CH:18]=[CH:17][C:16]=3[CH2:15][CH2:14][CH2:13]2)[CH3:10])=[CH:5][CH:4]=1.C=O.[C:24](O)(=O)C.[BH-](OC(C)=O)(OC(C)=O)OC(C)=O.[Na+].C([O-])([O-])=O.[Na+].[Na+]. Product: [CH3:24][N:11]([C@H:9]([C:6]1[CH:5]=[CH:4][C:3]([O:2][CH3:1])=[CH:8][CH:7]=1)[CH3:10])[C@@H:12]1[C:21]2[N:20]=[CH:19][CH:18]=[CH:17][C:16]=2[CH2:15][CH2:14][CH2:13]1. The catalyst class is: 417.